From a dataset of Forward reaction prediction with 1.9M reactions from USPTO patents (1976-2016). Predict the product of the given reaction. (1) Given the reactants Cl[C:2]1[N:7]=[CH:6][N:5]=[C:4]([NH:8][CH:9]([CH2:12][CH3:13])[CH2:10][OH:11])[CH:3]=1.[OH-].[Na+], predict the reaction product. The product is: [N:7]1[CH:2]=[CH:3][C:4]([NH:8][CH:9]([CH2:12][CH3:13])[CH2:10][OH:11])=[N:5][CH:6]=1. (2) Given the reactants [CH:1]1([C:4]([C:6]2[CH:15]=[C:14]3[C:9]([N:10]=[C:11]([C:27]4[CH:32]=[CH:31][C:30]([F:33])=[CH:29][CH:28]=4)[C:12]([CH2:16][CH2:17][CH2:18][CH2:19][C:20]([O:22]C(C)(C)C)=[O:21])=[N:13]3)=[CH:8][CH:7]=2)=[O:5])[CH2:3][CH2:2]1.C(O)(C(F)(F)F)=O.C(Cl)Cl, predict the reaction product. The product is: [CH:1]1([C:4]([C:6]2[CH:15]=[C:14]3[C:9]([N:10]=[C:11]([C:27]4[CH:32]=[CH:31][C:30]([F:33])=[CH:29][CH:28]=4)[C:12]([CH2:16][CH2:17][CH2:18][CH2:19][C:20]([OH:22])=[O:21])=[N:13]3)=[CH:8][CH:7]=2)=[O:5])[CH2:3][CH2:2]1. (3) Given the reactants [F:1][C:2]([F:16])([F:15])[O:3][C:4]1[CH:14]=[CH:13][C:7]([O:8][CH2:9][CH2:10][CH2:11][NH2:12])=[CH:6][CH:5]=1.CCN(C(C)C)C(C)C.[Cl:26][C:27]1[N:32]=[C:31](Cl)[CH:30]=[CH:29][N:28]=1, predict the reaction product. The product is: [Cl:26][C:27]1[N:32]=[C:31]([NH:12][CH2:11][CH2:10][CH2:9][O:8][C:7]2[CH:13]=[CH:14][C:4]([O:3][C:2]([F:15])([F:16])[F:1])=[CH:5][CH:6]=2)[CH:30]=[CH:29][N:28]=1. (4) The product is: [CH3:1][O:2][C:3]([C:5]1[CH:10]=[CH:9][C:8]([C:11]2[C:12]([CH3:49])([CH3:48])[C@H:13]3[C@:26]([CH3:29])([CH2:27][CH:28]=2)[C@@H:25]2[C@:16]([CH3:47])([C@@:17]4([CH3:46])[C@H:22]([CH2:23][CH2:24]2)[C@H:21]2[C@H:30]([C:33]([CH3:35])=[CH2:34])[CH2:31][CH2:32][C@:20]2([C:36]([OH:38])=[O:37])[CH2:19][CH2:18]4)[CH2:15][CH2:14]3)=[CH:7][CH:6]=1)=[O:4]. Given the reactants [CH3:1][O:2][C:3]([C:5]1[CH:10]=[CH:9][C:8]([C:11]2[C:12]([CH3:49])([CH3:48])[C@H:13]3[C@:26]([CH3:29])([CH2:27][CH:28]=2)[C@@H:25]2[C@:16]([CH3:47])([C@@:17]4([CH3:46])[C@H:22]([CH2:23][CH2:24]2)[C@H:21]2[C@H:30]([C:33]([CH3:35])=[CH2:34])[CH2:31][CH2:32][C@:20]2([C:36]([O:38][Si](C(C)(C)C)(C)C)=[O:37])[CH2:19][CH2:18]4)[CH2:15][CH2:14]3)=[CH:7][CH:6]=1)=[O:4].CCCC[N+](CCCC)(CCCC)CCCC.[F-], predict the reaction product. (5) Given the reactants [C:1]1([OH:7])[CH:6]=[CH:5][CH:4]=[CH:3][CH:2]=1.Cl[S:9]([N:12]=C=O)(=[O:11])=[O:10].O, predict the reaction product. The product is: [S:9](=[O:11])(=[O:10])([O:7][C:1]1[CH:6]=[CH:5][CH:4]=[CH:3][CH:2]=1)[NH2:12]. (6) Given the reactants [Cl:1][C:2]1[C:3]([F:10])=[C:4]([O:8][CH3:9])[CH:5]=[CH:6][CH:7]=1.C([Li])CCC.[CH3:16][O:17][N:18]([CH3:25])[C:19](N(OC)C)=[O:20].Cl, predict the reaction product. The product is: [Cl:1][C:2]1[CH:7]=[CH:6][C:5]([C:19]([N:18]([O:17][CH3:16])[CH3:25])=[O:20])=[C:4]([O:8][CH3:9])[C:3]=1[F:10]. (7) Given the reactants [F:1][C:2]1[CH:3]=[N:4][C:5]([C@@H:8]([NH:10][C:11](=[O:13])C)[CH3:9])=[N:6][CH:7]=1.[CH3:14][C:15]([O:18]C(OC([O:18][C:15]([CH3:17])([CH3:16])[CH3:14])=O)=O)([CH3:17])[CH3:16].O.[OH-].[Li+].O, predict the reaction product. The product is: [F:1][C:2]1[CH:3]=[N:4][C:5]([C@@H:8]([NH:10][C:11](=[O:13])[O:18][C:15]([CH3:17])([CH3:16])[CH3:14])[CH3:9])=[N:6][CH:7]=1. (8) Given the reactants [CH3:1][N:2]1[CH:6]=[CH:5][N:4]=[CH:3]1.[F:7][C:8]([F:28])([F:27])[C:9]([F:26])([F:25])[C:10]([F:24])([F:23])[C:11]([F:22])([F:21])[C:12]([F:20])([F:19])[C:13]([F:18])([F:17])[CH2:14][CH2:15][I:16], predict the reaction product. The product is: [I-:16].[CH3:1][N+:2]1[CH:6]=[CH:5][N:4]([CH2:15][CH2:14][C:13]([F:17])([F:18])[C:12]([F:19])([F:20])[C:11]([F:21])([F:22])[C:10]([F:23])([F:24])[C:9]([F:26])([F:25])[C:8]([F:28])([F:27])[F:7])[CH:3]=1. (9) The product is: [CH3:17][O:16][N:15]([CH3:14])[C:10]([C:8]1[CH:7]=[N:6][N:5]([C:1]([CH3:4])([CH3:3])[CH3:2])[CH:9]=1)=[O:12]. Given the reactants [C:1]([N:5]1[CH:9]=[C:8]([C:10]([OH:12])=O)[CH:7]=[N:6]1)([CH3:4])([CH3:3])[CH3:2].Cl.[CH3:14][NH:15][O:16][CH3:17].Cl.CN(C)CCCN=C=NCC.OS1C2C=CC=CC=2N=C1.C(N(CC)CC)C, predict the reaction product.